This data is from Forward reaction prediction with 1.9M reactions from USPTO patents (1976-2016). The task is: Predict the product of the given reaction. (1) Given the reactants [NH2:1][C:2]1[CH:3]=[C:4]([C:8]2[N:13]3[N:14]=[C:15]([C:19]4[CH:24]=[CH:23][C:22]([O:25][C:26]5[CH:31]=[CH:30][CH:29]=[CH:28][CH:27]=5)=[CH:21][CH:20]=4)[C:16]([C:17]#[N:18])=[C:12]3[N:11]=[CH:10][CH:9]=2)[CH:5]=[CH:6][CH:7]=1.[BH4-].[Na+], predict the reaction product. The product is: [NH2:1][C:2]1[CH:3]=[C:4]([CH:8]2[N:13]3[N:14]=[C:15]([C:19]4[CH:24]=[CH:23][C:22]([O:25][C:26]5[CH:27]=[CH:28][CH:29]=[CH:30][CH:31]=5)=[CH:21][CH:20]=4)[C:16]([C:17]#[N:18])=[C:12]3[NH:11][CH2:10][CH2:9]2)[CH:5]=[CH:6][CH:7]=1. (2) Given the reactants [NH2:1][C:2]1[CH:3]=[CH:4][C:5]([CH:16]2[CH2:21][C:20]([CH3:23])([CH3:22])[O:19][C:18]([CH3:31])([C:24]([O:26][CH2:27][CH2:28][CH2:29][CH3:30])=[O:25])[CH2:17]2)=[N:6][C:7]=1[C:8]1[CH2:13][CH2:12][C:11]([CH3:15])([CH3:14])[CH2:10][CH:9]=1.[C:32]([C:34]1[N:35]=[C:36]([C:47]([O-])=[O:48])[N:37]([CH2:39][O:40][CH2:41][CH2:42][Si:43]([CH3:46])([CH3:45])[CH3:44])[CH:38]=1)#[N:33].[K+].C1CN([P+](Br)(N2CCCC2)N2CCCC2)CC1.F[P-](F)(F)(F)(F)F.C1CCC(N=C=NC2CCCCC2)CC1.CCN=C=NCCCN(C)C.CCN(C(C)C)C(C)C, predict the reaction product. The product is: [C:32]([C:34]1[N:35]=[C:36]([C:47]([NH:1][C:2]2[CH:3]=[CH:4][C:5]([CH:16]3[CH2:21][C:20]([CH3:22])([CH3:23])[O:19][C:18]([CH3:31])([C:24]([O:26][CH2:27][CH2:28][CH2:29][CH3:30])=[O:25])[CH2:17]3)=[N:6][C:7]=2[C:8]2[CH2:13][CH2:12][C:11]([CH3:15])([CH3:14])[CH2:10][CH:9]=2)=[O:48])[N:37]([CH2:39][O:40][CH2:41][CH2:42][Si:43]([CH3:44])([CH3:45])[CH3:46])[CH:38]=1)#[N:33]. (3) The product is: [F:1][C:2]1[CH:3]=[C:4]([OH:8])[CH:5]=[N+:6]([O-:9])[CH:7]=1. Given the reactants [F:1][C:2]1[CH:3]=[C:4]([OH:8])[CH:5]=[N:6][CH:7]=1.[OH:9]O, predict the reaction product. (4) The product is: [N:1]1([C:7]([N:9]2[CH2:10][CH:11]([C:26]3[O:27][N:32]=[C:31]([C:33]4[CH:38]=[CH:37][CH:36]=[C:35]([C:39]([F:40])([F:41])[F:42])[CH:34]=4)[N:30]=3)[CH2:12][CH:13]([C:15]3[CH:16]=[CH:17][C:18]([O:21][C:22]([F:23])([F:24])[F:25])=[CH:19][CH:20]=3)[CH2:14]2)=[O:8])[CH2:2][CH2:3][O:4][CH2:5][CH2:6]1. Given the reactants [N:1]1([C:7]([N:9]2[CH2:14][CH:13]([C:15]3[CH:20]=[CH:19][C:18]([O:21][C:22]([F:25])([F:24])[F:23])=[CH:17][CH:16]=3)[CH2:12][CH:11]([C:26](O)=[O:27])[CH2:10]2)=[O:8])[CH2:6][CH2:5][O:4][CH2:3][CH2:2]1.O[NH:30][C:31]([C:33]1[CH:38]=[CH:37][CH:36]=[C:35]([C:39]([F:42])([F:41])[F:40])[CH:34]=1)=[NH:32], predict the reaction product. (5) The product is: [CH3:1][O:2][C:3](=[O:27])[CH2:4][C:5]1[CH:6]=[C:7]([C:13]2[CH:18]=[CH:17][C:16]([C:19]([F:21])([F:20])[F:22])=[CH:15][C:14]=2[CH2:23][N:24]([S:35]([C:32]2[CH:33]=[CH:34][C:29]([Cl:28])=[CH:30][CH:31]=2)(=[O:37])=[O:36])[CH2:25][CH3:26])[C:8]([O:11][CH3:12])=[CH:9][CH:10]=1. Given the reactants [CH3:1][O:2][C:3](=[O:27])[CH2:4][C:5]1[CH:6]=[C:7]([C:13]2[CH:18]=[CH:17][C:16]([C:19]([F:22])([F:21])[F:20])=[CH:15][C:14]=2[CH2:23][NH:24][CH2:25][CH3:26])[C:8]([O:11][CH3:12])=[CH:9][CH:10]=1.[Cl:28][C:29]1[CH:34]=[CH:33][C:32]([S:35](Cl)(=[O:37])=[O:36])=[CH:31][CH:30]=1.C(N(CC)CC)C, predict the reaction product. (6) Given the reactants [CH2:1]([O:8][C:9]1[CH:14]=[CH:13][C:12]([CH2:15][C@H:16]([NH:20][C:21](=[O:27])[O:22][C:23]([CH3:26])([CH3:25])[CH3:24])[C:17](=O)[NH2:18])=[CH:11][CH:10]=1)[C:2]1[CH:7]=[CH:6][CH:5]=[CH:4][CH:3]=1.COC1C=CC(P2(SP(C3C=CC(OC)=CC=3)(=S)S2)=[S:37])=CC=1.C(=O)([O-])O.[Na+], predict the reaction product. The product is: [CH2:1]([O:8][C:9]1[CH:14]=[CH:13][C:12]([CH2:15][C@H:16]([NH:20][C:21](=[O:27])[O:22][C:23]([CH3:26])([CH3:25])[CH3:24])[C:17](=[S:37])[NH2:18])=[CH:11][CH:10]=1)[C:2]1[CH:7]=[CH:6][CH:5]=[CH:4][CH:3]=1. (7) Given the reactants C[Si]([C:5]#[C:6][C:7]1[N:14]=[CH:13][CH:12]=[CH:11][C:8]=1[C:9]#[N:10])(C)C.[CH3:15][O-:16].[Na+].[CH3:18][OH:19], predict the reaction product. The product is: [CH3:15][O:16][CH:5]([O:19][CH3:18])[CH2:6][C:7]1[N:14]=[CH:13][CH:12]=[CH:11][C:8]=1[C:9]#[N:10]. (8) The product is: [CH:1]1([CH:7]([NH:27][C:28]2[CH:33]=[CH:32][C:31]([C:34]([NH:36][CH2:37][CH2:38][C:39]([OH:41])=[O:40])=[O:35])=[CH:30][CH:29]=2)[C:8]2[O:9][C:10]3[CH:17]=[CH:16][C:15]([O:18][CH2:19][C:20]4[CH:25]=[CH:24][N:23]=[C:22]([F:26])[CH:21]=4)=[CH:14][C:11]=3[C:12]=2[CH3:13])[CH2:6][CH2:5][CH2:4][CH2:3][CH2:2]1. Given the reactants [CH:1]1([CH:7]([NH:27][C:28]2[CH:33]=[CH:32][C:31]([C:34]([NH:36][CH2:37][CH2:38][C:39]([O:41]CC)=[O:40])=[O:35])=[CH:30][CH:29]=2)[C:8]2[O:9][C:10]3[CH:17]=[CH:16][C:15]([O:18][CH2:19][C:20]4[CH:25]=[CH:24][N:23]=[C:22]([F:26])[CH:21]=4)=[CH:14][C:11]=3[C:12]=2[CH3:13])[CH2:6][CH2:5][CH2:4][CH2:3][CH2:2]1.[OH-].[Na+], predict the reaction product. (9) Given the reactants C[O:2][C:3]([C:5]1[CH:6]2[N:31]([C:32]([O:34][C:35]([CH3:38])([CH3:37])[CH3:36])=[O:33])[CH:9]([CH2:10][C:11]=1[C:12]1[CH:17]=[CH:16][C:15]([O:18][CH2:19][CH2:20][O:21][C:22]3[C:27]([Cl:28])=[CH:26][C:25]([CH3:29])=[CH:24][C:23]=3[Cl:30])=[CH:14][CH:13]=1)[CH2:8][CH2:7]2)=[O:4].[OH-].[Na+], predict the reaction product. The product is: [C:35]([O:34][C:32]([N:31]1[CH:9]2[CH2:8][CH2:7][CH:6]1[C:5]([C:3]([OH:4])=[O:2])=[C:11]([C:12]1[CH:13]=[CH:14][C:15]([O:18][CH2:19][CH2:20][O:21][C:22]3[C:23]([Cl:30])=[CH:24][C:25]([CH3:29])=[CH:26][C:27]=3[Cl:28])=[CH:16][CH:17]=1)[CH2:10]2)=[O:33])([CH3:38])([CH3:36])[CH3:37]. (10) Given the reactants Cl[C:2]1[C:3]2[N:10]([CH3:11])[C:9]([Cl:12])=[CH:8][C:4]=2[N:5]=[CH:6][N:7]=1.[NH2:13][C:14]1[CH:33]=[CH:32][C:17]([O:18][C:19]2[CH:20]=[C:21]([CH:29]=[CH:30][CH:31]=2)[C:22]([NH:24][C:25]([CH3:28])([CH3:27])[CH3:26])=[O:23])=[C:16]([Cl:34])[CH:15]=1, predict the reaction product. The product is: [C:25]([NH:24][C:22](=[O:23])[C:21]1[CH:29]=[CH:30][CH:31]=[C:19]([O:18][C:17]2[CH:32]=[CH:33][C:14]([NH:13][C:2]3[C:3]4[N:10]([CH3:11])[C:9]([Cl:12])=[CH:8][C:4]=4[N:5]=[CH:6][N:7]=3)=[CH:15][C:16]=2[Cl:34])[CH:20]=1)([CH3:28])([CH3:26])[CH3:27].